The task is: Predict the reactants needed to synthesize the given product.. This data is from Full USPTO retrosynthesis dataset with 1.9M reactions from patents (1976-2016). (1) Given the product [CH3:8][O:9][C:10](=[O:18])[CH2:11][C:12]1([CH3:2])[CH2:13][CH2:14][CH2:15][CH2:16][CH2:17]1, predict the reactants needed to synthesize it. The reactants are: [Li][CH3:2].Cl[Si](C)(C)C.[CH3:8][O:9][C:10](=[O:18])[CH:11]=[C:12]1[CH2:17][CH2:16][CH2:15][CH2:14][CH2:13]1.[NH4+].[Cl-]. (2) Given the product [NH:1]1[C:9]2[C:4](=[CH:5][CH:6]=[CH:7][CH:8]=2)[C:3]([C:10]2[N:11]=[N:12][N:13]([C:15]3[CH:24]=[CH:23][C:18]([C:19]([OH:21])=[O:20])=[C:17]([O:25][CH3:26])[CH:16]=3)[CH:14]=2)=[N:2]1, predict the reactants needed to synthesize it. The reactants are: [NH:1]1[C:9]2[C:4](=[CH:5][CH:6]=[CH:7][CH:8]=2)[C:3]([C:10]2[N:11]=[N:12][N:13]([C:15]3[CH:24]=[CH:23][C:18]([C:19]([O:21]C)=[O:20])=[C:17]([O:25][CH3:26])[CH:16]=3)[CH:14]=2)=[N:2]1.[OH-].[Na+]. (3) Given the product [C:1]([O:5][CH:6]([C:11]1[C:12]([CH:30]([CH3:32])[CH3:31])=[N:13][C:14]2[C:15]([CH3:29])([CH3:28])[CH2:16][N:17]([CH2:38][C:37]3[CH:40]=[CH:41][C:34]([F:33])=[CH:35][CH:36]=3)[CH2:18][C:19]=2[C:20]=1[C:21]1[CH:26]=[CH:25][C:24]([F:27])=[CH:23][CH:22]=1)[C:7]([O:9][CH3:10])=[O:8])([CH3:4])([CH3:3])[CH3:2], predict the reactants needed to synthesize it. The reactants are: [C:1]([O:5][CH:6]([C:11]1[C:12]([CH:30]([CH3:32])[CH3:31])=[N:13][C:14]2[C:15]([CH3:29])([CH3:28])[CH2:16][NH:17][CH2:18][C:19]=2[C:20]=1[C:21]1[CH:26]=[CH:25][C:24]([F:27])=[CH:23][CH:22]=1)[C:7]([O:9][CH3:10])=[O:8])([CH3:4])([CH3:3])[CH3:2].[F:33][C:34]1[CH:41]=[CH:40][C:37]([CH:38]=O)=[CH:36][CH:35]=1.CC(O)=O.[BH-](OC(C)=O)(OC(C)=O)OC(C)=O.[Na+]. (4) Given the product [O:1]1[C:10]2[C:5](=[CH:6][C:7]([C:11]3[C:16]([CH:17]4[CH2:18][CH2:19]4)=[CH:15][C:14]([N+:20]([O-:22])=[O:21])=[C:13]([CH3:23])[C:12]=3[CH:24]([O:33][CH:34]3[CH2:35][CH2:36]3)[CH2:25][OH:26])=[CH:8][CH:9]=2)[CH2:4][CH2:3][CH2:2]1, predict the reactants needed to synthesize it. The reactants are: [O:1]1[C:10]2[C:5](=[CH:6][C:7]([C:11]3[C:16]([CH:17]4[CH2:19][CH2:18]4)=[CH:15][C:14]([N+:20]([O-:22])=[O:21])=[C:13]([CH3:23])[C:12]=3[CH:24]([O:33][CH:34]3[CH2:36][CH2:35]3)[CH2:25][O:26]C(=O)C(C)(C)C)=[CH:8][CH:9]=2)[CH2:4][CH2:3][CH2:2]1.[OH-].[Na+].O. (5) Given the product [F:1][C:2]1[CH:3]=[CH:4][C:5]([N:8]2[C:12](=[O:13])[CH2:11][CH:10]([C:14]([O:16][CH2:17][CH3:18])=[O:15])[CH2:9]2)=[CH:6][CH:7]=1, predict the reactants needed to synthesize it. The reactants are: [F:1][C:2]1[CH:7]=[CH:6][C:5]([N:8]2[C:12](=[O:13])[CH2:11][CH:10]([C:14]([OH:16])=[O:15])[CH2:9]2)=[CH:4][CH:3]=1.[CH2:17](O)[CH3:18].